Dataset: Drug-target binding data from BindingDB using IC50 measurements. Task: Regression. Given a target protein amino acid sequence and a drug SMILES string, predict the binding affinity score between them. We predict pIC50 (pIC50 = -log10(IC50 in M); higher means more potent). Dataset: bindingdb_ic50. The small molecule is Cc1cc2n(n1)SC(Nc1ccccc1)N2. The target protein (P34949) has sequence MAAPRVFPLSCAVQQYAWGKMGSNSEVARLLASSDPLAQIAEDKPYAELWMGTHPRGDAKILDNRISQKTLSQWIAENQDSLGSKVKDTFNGNLPFLFKVLSVETPLSIQAHPNKELAEKLHLQAPQHYPDANHKPEMAIALTPFQGLCGFRPVEEIVTFLKKVPEFQFLIGDEAATHLKQTMSHDSQAVASSLQSCFSHLMKSEKKVVVEQLNLLVKRISQQAAAGNNMEDIFGELLLQLHQQYPGDIGCFAIYFLNLLTLKPGEAMFLEANVPHAYLKGDCVECMACSDNTVRAGLTPKFIDVPTLCEMLSYTPSSSKDRLFLPTRSQEDPYLSIYDPPVPDFTIMKTEVPGSVTEYKVLALDSASILLMVQGTVIASTPTTQTPIPLQRGGVLFIGANESVSLKLTEPKDLLIFRACCLL. The pIC50 is 4.3.